From a dataset of Catalyst prediction with 721,799 reactions and 888 catalyst types from USPTO. Predict which catalyst facilitates the given reaction. (1) Reactant: C[O-].[Na+].[NH2:4][C:5]([NH2:7])=[S:6].C([O:10][C:11](=O)[CH:12]([NH:18][C:19](=[O:27])[C:20]1[CH:25]=[CH:24][CH:23]=[C:22]([CH3:26])[CH:21]=1)[C:13](OCC)=[O:14])C. Product: [OH:14][C:13]1[C:12]([NH:18][C:19](=[O:27])[C:20]2[CH:25]=[CH:24][CH:23]=[C:22]([CH3:26])[CH:21]=2)=[C:11]([OH:10])[N:7]=[C:5]([SH:6])[N:4]=1. The catalyst class is: 8. (2) Reactant: [C:1]([O:5][C:6]([N:8]1[CH2:13][CH2:12][CH:11]([C:14]2[CH:19]=[CH:18][C:17]([NH2:20])=[CH:16][CH:15]=2)[CH2:10][CH2:9]1)=[O:7])([CH3:4])([CH3:3])[CH3:2].C1C(=O)N([Br:28])C(=O)C1. Product: [C:1]([O:5][C:6]([N:8]1[CH2:13][CH2:12][CH:11]([C:14]2[CH:19]=[CH:18][C:17]([NH2:20])=[C:16]([Br:28])[CH:15]=2)[CH2:10][CH2:9]1)=[O:7])([CH3:4])([CH3:2])[CH3:3]. The catalyst class is: 23. (3) The catalyst class is: 8. Reactant: C(O[C:5]1[C:6](=[O:18])[C:7](=[O:17])[C:8]=1[C:9]1[CH:14]=[CH:13][C:12]([O:15][CH3:16])=[CH:11][CH:10]=1)(C)C.[CH3:19][C:20]([NH2:29])([CH3:28])[CH2:21][C:22]1[CH:27]=[CH:26][CH:25]=[CH:24][CH:23]=1. Product: [CH3:28][C:20]([NH:29][C:5]1[C:6](=[O:18])[C:7](=[O:17])[C:8]=1[C:9]1[CH:10]=[CH:11][C:12]([O:15][CH3:16])=[CH:13][CH:14]=1)([CH3:19])[CH2:21][C:22]1[CH:27]=[CH:26][CH:25]=[CH:24][CH:23]=1. (4) Reactant: C(OC([NH:8][C:9]1[CH:14]=[CH:13][CH:12]=[CH:11][C:10]=1[NH:15][C:16](=[O:29])[C:17]1[CH:22]=[CH:21][C:20]([C:23]2[CH:28]=[CH:27][N:26]=[CH:25][CH:24]=2)=[N:19][CH:18]=1)=O)(C)(C)C.Cl. Product: [NH2:8][C:9]1[CH:14]=[CH:13][CH:12]=[CH:11][C:10]=1[NH:15][C:16](=[O:29])[C:17]1[CH:22]=[CH:21][C:20]([C:23]2[CH:28]=[CH:27][N:26]=[CH:25][CH:24]=2)=[N:19][CH:18]=1. The catalyst class is: 12. (5) Reactant: C[O:2][C:3](=[O:19])[C:4]1[CH:9]=[CH:8][CH:7]=[C:6]([CH2:10][O:11][C:12]2[CH:17]=[CH:16][C:15](I)=[CH:14][CH:13]=2)[CH:5]=1.C(=O)([O-])[O-].[K+].[K+].[O:26]([C:33]1[CH:38]=[CH:37][CH:36]=[CH:35][C:34]=1B(O)O)[C:27]1[CH:32]=[CH:31][CH:30]=[CH:29][CH:28]=1. Product: [O:26]([C:33]1[CH:34]=[CH:35][CH:36]=[CH:37][C:38]=1[C:15]1[CH:16]=[CH:17][C:12]([O:11][CH2:10][C:6]2[CH:5]=[C:4]([CH:9]=[CH:8][CH:7]=2)[C:3]([OH:2])=[O:19])=[CH:13][CH:14]=1)[C:27]1[CH:32]=[CH:31][CH:30]=[CH:29][CH:28]=1. The catalyst class is: 38.